This data is from NCI-60 drug combinations with 297,098 pairs across 59 cell lines. The task is: Regression. Given two drug SMILES strings and cell line genomic features, predict the synergy score measuring deviation from expected non-interaction effect. Drug 2: CC1=C(C(=CC=C1)Cl)NC(=O)C2=CN=C(S2)NC3=CC(=NC(=N3)C)N4CCN(CC4)CCO. Cell line: NCI-H522. Synergy scores: CSS=40.7, Synergy_ZIP=4.33, Synergy_Bliss=11.3, Synergy_Loewe=1.85, Synergy_HSA=12.3. Drug 1: C1CCC(C1)C(CC#N)N2C=C(C=N2)C3=C4C=CNC4=NC=N3.